This data is from Full USPTO retrosynthesis dataset with 1.9M reactions from patents (1976-2016). The task is: Predict the reactants needed to synthesize the given product. (1) Given the product [Cl:1][C:2]1[N:3]=[C:4]([C:9]([NH:11][C@H:12]2[CH2:17][CH2:16][N:15]([C:18]3[O:19][CH:20]=[C:21]([C:23]([OH:25])=[O:24])[N:22]=3)[CH2:14][C@H:13]2[O:28][CH3:29])=[O:10])[NH:5][C:6]=1[CH2:7][CH3:8], predict the reactants needed to synthesize it. The reactants are: [Cl:1][C:2]1[N:3]=[C:4]([C:9]([NH:11][C@H:12]2[CH2:17][CH2:16][N:15]([C:18]3[O:19][CH:20]=[C:21]([C:23]([O:25]CC)=[O:24])[N:22]=3)[CH2:14][C@H:13]2[O:28][CH3:29])=[O:10])[NH:5][C:6]=1[CH2:7][CH3:8].[OH-].[Li+]. (2) Given the product [NH:38]1[C:39]2[C:35](=[CH:34][C:33]([NH:32][C:2]3[C:3]4[S:10][C:9]([C:11]5[CH:16]=[CH:15][CH:14]=[CH:13][CH:12]=5)=[CH:8][C:4]=4[N:5]=[CH:6][N:7]=3)=[CH:41][CH:40]=2)[CH:36]=[CH:37]1, predict the reactants needed to synthesize it. The reactants are: O[C:2]1[C:3]2[S:10][C:9]([C:11]3[CH:16]=[CH:15][CH:14]=[CH:13][CH:12]=3)=[CH:8][C:4]=2[N:5]=[CH:6][N:7]=1.S1C=CC=C1P.C(Cl)(Cl)(Cl)Cl.ClC(Cl)C.[NH2:32][C:33]1[CH:34]=[C:35]2[C:39](=[CH:40][CH:41]=1)[NH:38][CH:37]=[CH:36]2. (3) Given the product [C:14]1([C:11]2[S:10][C:9]([NH:8][CH2:7][C:6]([OH:20])=[O:5])=[N:13][N:12]=2)[CH:15]=[CH:16][CH:17]=[CH:18][CH:19]=1, predict the reactants needed to synthesize it. The reactants are: C([O:5][C:6](=[O:20])[CH2:7][NH:8][C:9]1[S:10][C:11]([C:14]2[CH:19]=[CH:18][CH:17]=[CH:16][CH:15]=2)=[N:12][N:13]=1)(C)(C)C. (4) The reactants are: [Br-:1].[Br-].[Br-].C([N+](CCCC)(CCCC)CCCC)CCC.C([N+](CCCC)(CCCC)CCCC)CCC.C([N+](CCCC)(CCCC)CCCC)CCC.[CH3:55][O:56][C:57]([C:59]1[N:60]([C:81]2[CH:86]=[CH:85][CH:84]=[CH:83][CH:82]=2)[C:61]2[C:66]([C:67](=[O:79])[C:68]=1[CH2:69][C:70]1[CH:75]=[CH:74][C:73]([C:76](=[O:78])[CH3:77])=[CH:72][CH:71]=1)=[CH:65][CH:64]=[C:63]([CH3:80])[N:62]=2)=[O:58]. Given the product [CH3:55][O:56][C:57]([C:59]1[N:60]([C:81]2[CH:86]=[CH:85][CH:84]=[CH:83][CH:82]=2)[C:61]2[C:66]([C:67](=[O:79])[C:68]=1[CH2:69][C:70]1[CH:75]=[CH:74][C:73]([C:76](=[O:78])[CH2:77][Br:1])=[CH:72][CH:71]=1)=[CH:65][CH:64]=[C:63]([CH3:80])[N:62]=2)=[O:58], predict the reactants needed to synthesize it.